From a dataset of Catalyst prediction with 721,799 reactions and 888 catalyst types from USPTO. Predict which catalyst facilitates the given reaction. (1) Reactant: Cl.[NH2:2][C:3]1[CH:8]=[CH:7][C:6]([CH2:9][CH2:10][O:11][C:12]2[CH:17]=[CH:16][C:15]([CH2:18][C@H:19]([O:23][CH2:24][CH3:25])[C:20]([OH:22])=[O:21])=[CH:14][CH:13]=2)=[CH:5][CH:4]=1.C(=O)([O-])O.[Na+].[F:31][C:32]([F:44])([F:43])[S:33][C:34]1[CH:39]=[CH:38][C:37]([N:40]=[C:41]=[O:42])=[CH:36][CH:35]=1.CO.ClCCl. Product: [CH2:24]([O:23][C@@H:19]([CH2:18][C:15]1[CH:16]=[CH:17][C:12]([O:11][CH2:10][CH2:9][C:6]2[CH:5]=[CH:4][C:3]([NH:2][C:41]([NH:40][C:37]3[CH:38]=[CH:39][C:34]([S:33][C:32]([F:43])([F:31])[F:44])=[CH:35][CH:36]=3)=[O:42])=[CH:8][CH:7]=2)=[CH:13][CH:14]=1)[C:20]([OH:22])=[O:21])[CH3:25]. The catalyst class is: 7. (2) Reactant: F[C:2]1[CH:7]=[CH:6][C:5]([N+:8]([O-:10])=[O:9])=[C:4]([CH3:11])[CH:3]=1.[CH3:12][N:13]([CH3:19])[CH:14]1[CH2:18][CH2:17][NH:16][CH2:15]1.C(=O)([O-])[O-].[K+].[K+]. Product: [CH3:12][N:13]([CH3:19])[CH:14]1[CH2:18][CH2:17][N:16]([C:2]2[CH:7]=[CH:6][C:5]([N+:8]([O-:10])=[O:9])=[C:4]([CH3:11])[CH:3]=2)[CH2:15]1. The catalyst class is: 3. (3) Reactant: Br[C:2]1[CH:3]=[C:4]([C:8]2[C:9](=[O:18])[NH:10][C:11]3([CH2:17][CH2:16][CH2:15][CH2:14][CH2:13]3)[N:12]=2)[CH:5]=[CH:6][CH:7]=1.C([Sn](CCCC)(CCCC)[C:24]1[CH:29]=[CH:28][CH:27]=[CH:26][N:25]=1)CCC.O. Product: [N:25]1[CH:26]=[CH:27][CH:28]=[CH:29][C:24]=1[C:2]1[CH:3]=[C:4]([C:8]2[C:9](=[O:18])[NH:10][C:11]3([CH2:17][CH2:16][CH2:15][CH2:14][CH2:13]3)[N:12]=2)[CH:5]=[CH:6][CH:7]=1. The catalyst class is: 109.